Dataset: Full USPTO retrosynthesis dataset with 1.9M reactions from patents (1976-2016). Task: Predict the reactants needed to synthesize the given product. Given the product [Cl:21][C:14]1[C:13]([B:22]([OH:27])[OH:23])=[CH:18][C:17]([O:19][CH3:20])=[CH:16][N:15]=1, predict the reactants needed to synthesize it. The reactants are: [Li]CCCC.CCCCCC.Br[C:13]1[C:14]([Cl:21])=[N:15][CH:16]=[C:17]([O:19][CH3:20])[CH:18]=1.[B:22](OC(C)C)([O:27]C(C)C)[O:23]C(C)C.C1COCC1.